This data is from Experimentally validated miRNA-target interactions with 360,000+ pairs, plus equal number of negative samples. The task is: Binary Classification. Given a miRNA mature sequence and a target amino acid sequence, predict their likelihood of interaction. (1) The miRNA is hsa-miR-4737 with sequence AUGCGAGGAUGCUGACAGUG. The protein sequence of the target gene is MWLLGPLCLLLSSTAESQLLPGNNFTNECNIPGNFMCSNGRCIPGAWQCDGLPDCFDKSDEKECPKAKSKCGPTFFPCASGIHCIIGRFRCNGFEDCPDGSDEENCTANPLLCSTARYHCRNGLCIDKSFICDGQNNCQDNSDEESCESSLEPGSGQVFVTSENQLVYYPSITYAIIGSSVIFVLVVALLALVLHHQRKRNNLMTLPVHRLQHPVLLSRLVVLDHPHHCNVTYNVNNGVQYVATQAEQNASEVGSPPSYSEALLDQRPAWYDLPPPPYSSDTESLNQADLPPYRSRSGSA.... Result: 0 (no interaction). (2) The miRNA is mmu-miR-7220-5p with sequence GGUGAGCUCUUGGUACCUUGGC. The protein sequence of the target gene is MASPAIGQRPYPLLLDPEPPRYLQSLGGTEPPPPARPRRCIPTALIPAAGASEDRGGRRSGRRDPEPTPRDCRHARPVRPGLQPRLRLRPGSHRPRDVRSIFEQPQDPRVLAERGEGHRFVELALRGGPGWCDLCGREVLRQALRCANCKFTCHSECRSLIQLDCRQKGGPALDRRSPESTLTPTLNQNVCKAVEETQHPPTIQEIKQKIDSYNSREKHCLGMKLSEDGTYTGFIKVHLKLRRPVTVPAGIRPQSIYDAIKEVNPAATTDKRTSFYLPLDAIKQLHISSTTTVSEVIQGL.... Result: 0 (no interaction). (3) The miRNA is hsa-miR-4673 with sequence UCCAGGCAGGAGCCGGACUGGA. The protein sequence of the target gene is MASSAKSAEMPTISKTVNPTPDPHQEYLDPRITIALFEIGSHSPSSWGSLPFLKNSSHQVTEQQTAQKFNNLLKEIKDILKNMAGFEEKITEAKELFEETNITEDVSAHKENIRGLDKINEMLSTNLPVSLAPEKEDNEKKQEMILETNITEDVSAHKENIRGLDKINEMLSTNLPVSLAPEKEDNEKKQQMIMENQNSENTAQVFARDLVNRLEEKKVLNETQQSQEKAKNRLNVQEETMKIRNNMEQLLQEAEHWSKQHTELSKLIKSYQKSQKDISETLGNNGVGFQTQPNNEVSAK.... Result: 0 (no interaction).